Dataset: Forward reaction prediction with 1.9M reactions from USPTO patents (1976-2016). Task: Predict the product of the given reaction. (1) Given the reactants [CH2:1]([O:8][C:9]1[CH:16]=[CH:15][C:12]([CH:13]=[O:14])=[CH:11][C:10]=1[F:17])[C:2]1[CH:7]=[CH:6][CH:5]=[CH:4][CH:3]=1.[CH:18]([CH:20]([CH2:23][CH2:24][CH3:25])[CH2:21]O)=[CH2:19].[Bi](Br)(Br)[Br:27].C(O)C, predict the reaction product. The product is: [CH2:1]([O:8][C:9]1[CH:16]=[CH:15][C:12]([CH:13]2[CH2:19][CH:18]([Br:27])[CH:20]([CH2:23][CH2:24][CH3:25])[CH2:21][O:14]2)=[CH:11][C:10]=1[F:17])[C:2]1[CH:3]=[CH:4][CH:5]=[CH:6][CH:7]=1. (2) Given the reactants [NH2:1][C:2]1[CH:7]=[CH:6][C:5]([C:8]([N:10]2[CH2:15][CH2:14][N:13]([CH2:16][CH3:17])[CH2:12][CH2:11]2)=O)=[C:4]([C:18]([F:21])([F:20])[F:19])[CH:3]=1, predict the reaction product. The product is: [CH2:16]([N:13]1[CH2:14][CH2:15][N:10]([CH2:8][C:5]2[CH:6]=[CH:7][C:2]([NH2:1])=[CH:3][C:4]=2[C:18]([F:21])([F:19])[F:20])[CH2:11][CH2:12]1)[CH3:17]. (3) Given the reactants CN1C2C(=CC(C3OC(CSCCOC4C=CC=CC=4)=NN=3)=CC=2)C=C1.[CH3:27][N:28]([CH3:56])[CH2:29][C:30]1[C:38]2[C:33](=[CH:34][CH:35]=[C:36]([C:39]3[O:40][C:41]([CH2:44][S:45][CH2:46][CH2:47][O:48][C:49]4[CH:54]=[CH:53][CH:52]=[CH:51][CH:50]=4)=[N:42][N:43]=3)[CH:37]=2)[N:32]([CH3:55])[CH:31]=1.CN(C)CC1C2C(=CC=C(C3OC(CSCCOC4C=CC=CC=4)=NN=3)C=2)NC=1.[C:86]([OH:91])(=[O:90])[C:87]([OH:89])=[O:88], predict the reaction product. The product is: [C:86]([OH:91])(=[O:90])[C:87]([OH:89])=[O:88].[CH3:27][N:28]([CH3:56])[CH2:29][C:30]1[C:38]2[C:33](=[CH:34][CH:35]=[C:36]([C:39]3[O:40][C:41]([CH2:44][S:45][CH2:46][CH2:47][O:48][C:49]4[CH:54]=[CH:53][CH:52]=[CH:51][CH:50]=4)=[N:42][N:43]=3)[CH:37]=2)[N:32]([CH3:55])[CH:31]=1.